From a dataset of Full USPTO retrosynthesis dataset with 1.9M reactions from patents (1976-2016). Predict the reactants needed to synthesize the given product. (1) Given the product [CH3:1][C:2]1[CH:3]=[C:4]([NH:16][C:17]2[C:26]3[C:21](=[CH:22][CH:23]=[C:24]([NH:27][C:28]4[O:29][CH:30]5[CH2:35][N:34]([C:36](=[O:38])[CH3:37])[CH2:33][CH:31]5[N:32]=4)[CH:25]=3)[N:20]=[CH:19][N:18]=2)[CH:5]=[CH:6][C:7]=1[O:8][C:9]1[CH:10]=[N:11][C:12]([CH3:15])=[CH:13][CH:14]=1, predict the reactants needed to synthesize it. The reactants are: [CH3:1][C:2]1[CH:3]=[C:4]([NH:16][C:17]2[C:26]3[C:21](=[CH:22][CH:23]=[C:24]([NH:27][C:28]4[O:29][CH:30]5[CH2:35][NH:34][CH2:33][CH:31]5[N:32]=4)[CH:25]=3)[N:20]=[CH:19][N:18]=2)[CH:5]=[CH:6][C:7]=1[O:8][C:9]1[CH:10]=[N:11][C:12]([CH3:15])=[CH:13][CH:14]=1.[C:36](OC(=O)C)(=[O:38])[CH3:37]. (2) Given the product [CH3:10][C:2]([CH3:1])([C:5](=[O:9])[CH2:6][CH:7]([CH3:8])[CH2:11][CH3:12])[CH3:3], predict the reactants needed to synthesize it. The reactants are: [CH3:1][C:2]([CH3:10])([C:5](=[O:9])[CH2:6][CH2:7][CH3:8])[CH2:3]C.[C:11]([Mg]Cl)(C)(C)[CH3:12].CC(CC)CC(Cl)=O.